This data is from Catalyst prediction with 721,799 reactions and 888 catalyst types from USPTO. The task is: Predict which catalyst facilitates the given reaction. (1) Reactant: [Cl:1][C:2]1[CH:7]=[C:6]([Cl:8])[CH:5]=[CH:4][C:3]=1[CH2:9][CH2:10][NH2:11].[N+:12]([C:15]1[CH:16]=[C:17]2[C:22](=O)[O:21][C:19](=[O:20])[C:18]2=[CH:24][CH:25]=1)([O-:14])=[O:13]. Product: [Cl:1][C:2]1[CH:7]=[C:6]([Cl:8])[CH:5]=[CH:4][C:3]=1[CH2:9][CH2:10][N:11]1[C:22](=[O:21])[C:17]2[C:18](=[CH:24][CH:25]=[C:15]([N+:12]([O-:14])=[O:13])[CH:16]=2)[C:19]1=[O:20]. The catalyst class is: 11. (2) Reactant: C[Si](C)(C)[N-][Si](C)(C)C.[Li+].[I-].[CH:12]1([CH2:17][P+](C2C=CC=CC=2)(C2C=CC=CC=2)C2C=CC=CC=2)[CH2:16][CH2:15][CH2:14][CH2:13]1.[CH3:37][O:38][C:39]1[N:44]=[C:43]([C:45]([C:47]2[CH:52]=[CH:51][C:50]([S:53][CH3:54])=[CH:49][CH:48]=2)=O)[CH:42]=[CH:41][C:40]=1[CH3:55].O. Product: [CH:12]1(/[CH:17]=[C:45](\[C:43]2[N:44]=[C:39]([O:38][CH3:37])[C:40]([CH3:55])=[CH:41][CH:42]=2)/[C:47]2[CH:52]=[CH:51][C:50]([S:53][CH3:54])=[CH:49][CH:48]=2)[CH2:16][CH2:15][CH2:14][CH2:13]1. The catalyst class is: 7. (3) Reactant: [OH:1][C@@H:2]([C:4]1[N:15]([C@H:16]2[CH2:21][CH2:20][CH2:19][N:18]([C:22](=[O:28])[CH2:23][CH2:24][C:25]([NH2:27])=O)[CH2:17]2)[C:7]2=[C:8]3[S:14][CH:13]=[CH:12][C:9]3=[N:10][CH:11]=[C:6]2[N:5]=1)[CH3:3].C(N(CC)CC)C.FC(F)(F)C(OC(=O)C(F)(F)F)=O. Product: [OH:1][C@@H:2]([C:4]1[N:15]([C@H:16]2[CH2:21][CH2:20][CH2:19][N:18]([C:22](=[O:28])[CH2:23][CH2:24][C:25]#[N:27])[CH2:17]2)[C:7]2=[C:8]3[S:14][CH:13]=[CH:12][C:9]3=[N:10][CH:11]=[C:6]2[N:5]=1)[CH3:3]. The catalyst class is: 7. (4) Product: [CH:1]1([C:6]2([CH2:14][CH2:15][C:16]3[CH:21]=[CH:20][C:19]([O:22][CH3:23])=[CH:18][C:17]=3[O:24][CH3:25])[O:11][C:10](=[O:12])[C:9]([C:40](=[O:41])[CH2:39][C:37]3[O:36][N:35]=[C:34]([CH3:33])[CH:38]=3)=[C:8]([OH:13])[CH2:7]2)[CH2:5][CH2:4][CH2:3][CH2:2]1. Reactant: [CH:1]1([C:6]2([CH2:14][CH2:15][C:16]3[CH:21]=[CH:20][C:19]([O:22][CH3:23])=[CH:18][C:17]=3[O:24][CH3:25])[O:11][C:10](=[O:12])[CH2:9][C:8](=[O:13])[CH2:7]2)[CH2:5][CH2:4][CH2:3][CH2:2]1.C(N(CC)CC)C.[CH3:33][C:34]1[CH:38]=[C:37]([CH2:39][C:40](O)=[O:41])[O:36][N:35]=1.C(Cl)CCl. The catalyst class is: 64. (5) Reactant: [CH2:1]([O:5][C:6](=[O:27])[CH2:7][CH:8]1[C:17]2[C:12](=[C:13]([CH3:19])[C:14]([OH:18])=[CH:15][CH:16]=2)[CH2:11][CH2:10][N:9]1[C:20]([O:22][C:23]([CH3:26])([CH3:25])[CH3:24])=[O:21])[CH2:2][CH2:3][CH3:4].N1C=CC=CC=1.[F:34][C:35]([F:48])([F:47])[S:36](O[S:36]([C:35]([F:48])([F:47])[F:34])(=[O:38])=[O:37])(=[O:38])=[O:37]. Product: [CH2:1]([O:5][C:6](=[O:27])[CH2:7][CH:8]1[C:17]2[C:12](=[C:13]([CH3:19])[C:14]([O:18][S:36]([C:35]([F:48])([F:47])[F:34])(=[O:38])=[O:37])=[CH:15][CH:16]=2)[CH2:11][CH2:10][N:9]1[C:20]([O:22][C:23]([CH3:26])([CH3:25])[CH3:24])=[O:21])[CH2:2][CH2:3][CH3:4]. The catalyst class is: 4.